This data is from HIV replication inhibition screening data with 41,000+ compounds from the AIDS Antiviral Screen. The task is: Binary Classification. Given a drug SMILES string, predict its activity (active/inactive) in a high-throughput screening assay against a specified biological target. (1) The molecule is CCOC(=O)c1sc(C(=O)O)cc1-c1cccs1. The result is 1 (active). (2) The molecule is NC(=O)c1ccc(NC=O)cc1. The result is 0 (inactive). (3) The molecule is Cc1nc(N)c(N2CCN(Cc3ccccc3)CC2)c(O)n1. The result is 0 (inactive). (4) The drug is COc1cc(C2=C(C)C3CN(CC=C3c3ccc(Cl)cc3)C2)c(S(=O)(=O)O)cc1OC. The result is 0 (inactive). (5) The drug is N=C1NN(c2ccccc2)C2(c3ccncc3C(=O)O)C1C(=N)NN2c1ccccc1. The result is 0 (inactive).